This data is from Reaction yield outcomes from USPTO patents with 853,638 reactions. The task is: Predict the reaction yield, written as a fraction of the theoretical maximum amount of product (1.0 means a 100% yield; for example, 0.34 means a 34% yield). (1) The catalyst is CO. The reactants are [CH2:1]([O:8][C:9]1[CH:14]=[CH:13][C:12]([NH:15][C:16]2[N:21]=[CH:20][N:19]=[C:18]([O:22][C:23]3[CH:28]=[CH:27][C:26]([NH:29]C(=O)C)=[CH:25][C:24]=3[F:33])[CH:17]=2)=[CH:11][CH:10]=1)[C:2]1[CH:7]=[CH:6][CH:5]=[CH:4][CH:3]=1.Cl. The product is [NH2:29][C:26]1[CH:27]=[CH:28][C:23]([O:22][C:18]2[N:19]=[CH:20][N:21]=[C:16]([NH:15][C:12]3[CH:11]=[CH:10][C:9]([O:8][CH2:1][C:2]4[CH:7]=[CH:6][CH:5]=[CH:4][CH:3]=4)=[CH:14][CH:13]=3)[CH:17]=2)=[C:24]([F:33])[CH:25]=1. The yield is 0.900. (2) The reactants are CN(C=O)C.[N+:6]([C:9]1[CH:10]=[C:11]2[C:15](=[CH:16][CH:17]=1)[NH:14][N:13]=[CH:12]2)([O-:8])=[O:7].C(=O)([O-])[O-].[K+].[K+].[CH2:24](Br)[C:25]1[CH:30]=[CH:29][CH:28]=[CH:27][CH:26]=1. The catalyst is O.C(OCC)(=O)C. The product is [CH2:24]([N:14]1[C:15]2[C:11](=[CH:10][C:9]([N+:6]([O-:8])=[O:7])=[CH:17][CH:16]=2)[CH:12]=[N:13]1)[C:25]1[CH:30]=[CH:29][CH:28]=[CH:27][CH:26]=1. The yield is 0.410. (3) The reactants are [OH:1][C:2]1[C:3]([C:12](=[O:14])[CH3:13])=[CH:4][C:5]2[C:10]([CH:11]=1)=[CH:9][CH:8]=[CH:7][CH:6]=2.Cl[C:16]1[C:25]2[C:20](=[CH:21][C:22]([O:28][CH3:29])=[C:23]([O:26][CH3:27])[CH:24]=2)[N:19]=[CH:18][CH:17]=1. The catalyst is CN(C1C=CN=CC=1)C.ClC1C=CC=CC=1Cl. The product is [CH3:27][O:26][C:23]1[CH:24]=[C:25]2[C:20](=[CH:21][C:22]=1[O:28][CH3:29])[N:19]=[CH:18][CH:17]=[C:16]2[O:1][C:2]1[C:3]([C:12](=[O:14])[CH3:13])=[CH:4][C:5]2[C:10]([CH:11]=1)=[CH:9][CH:8]=[CH:7][CH:6]=2. The yield is 0.160. (4) The reactants are [NH2:1][C:2]1[C:7]([F:8])=[C:6](Cl)[N:5]=[C:4]([C:10]([O:12][CH3:13])=[O:11])[C:3]=1[Cl:14].[F:15][C:16]1[C:17](B2OC(C)(C)C(C)(C)O2)=[CH:18][CH:19]=[C:20]2[C:24]=1[NH:23][CH:22]=[CH:21]2.[F-].[Cs+].[F-].[K+]. The catalyst is C(#N)C.O.Cl[Pd](Cl)([P](C1C=CC=CC=1)(C1C=CC=CC=1)C1C=CC=CC=1)[P](C1C=CC=CC=1)(C1C=CC=CC=1)C1C=CC=CC=1. The product is [NH2:1][C:2]1[C:7]([F:8])=[C:6]([C:17]2[C:16]([F:15])=[C:24]3[C:20]([CH:21]=[CH:22][NH:23]3)=[CH:19][CH:18]=2)[N:5]=[C:4]([C:10]([O:12][CH3:13])=[O:11])[C:3]=1[Cl:14]. The yield is 0.524. (5) The reactants are [CH2:1]([NH:8][C:9]([C:11]1[S:15][C:14]([NH:16][C:17]2[CH:22]=[C:21]([C:23](=[O:28])[NH:24][CH:25]3[CH2:27][CH2:26]3)[CH:20]=[CH:19][C:18]=2[CH3:29])=[N:13][C:12]=1Br)=[O:10])[C:2]1[CH:7]=[CH:6][CH:5]=[CH:4][CH:3]=1.[CH3:31][C:32]1[CH:33]=[C:34](B(O)O)[CH:35]=[CH:36][C:37]=1[F:38].C([O-])([O-])=O.[K+].[K+]. The catalyst is O1CCOCC1. The product is [CH2:1]([NH:8][C:9]([C:11]1[S:15][C:14]([NH:16][C:17]2[CH:22]=[C:21]([C:23](=[O:28])[NH:24][CH:25]3[CH2:27][CH2:26]3)[CH:20]=[CH:19][C:18]=2[CH3:29])=[N:13][C:12]=1[C:34]1[CH:35]=[CH:36][C:37]([F:38])=[C:32]([CH3:31])[CH:33]=1)=[O:10])[C:2]1[CH:7]=[CH:6][CH:5]=[CH:4][CH:3]=1. The yield is 0.710. (6) The reactants are Cl.[NH2:2][O:3][CH2:4][C:5]([OH:7])=[O:6].[NH2:2][O:3][CH2:4][C:5]([OH:7])=[O:6].[F:14][C:15]([F:33])([F:32])[C:16]1[CH:17]=[C:18]([S:22]([N:25]2[CH2:30][CH2:29][C:28](=O)[CH2:27][CH2:26]2)(=[O:24])=[O:23])[CH:19]=[CH:20][CH:21]=1.Cl. The catalyst is N1C=CC=CC=1. The yield is 0.750. The product is [F:33][C:15]([F:14])([F:32])[C:16]1[CH:17]=[C:18]([S:22]([N:25]2[CH2:26][CH2:27][C:28](=[N:2][O:3][CH2:4][C:5]([OH:7])=[O:6])[CH2:29][CH2:30]2)(=[O:23])=[O:24])[CH:19]=[CH:20][CH:21]=1. (7) The reactants are Cl[C:2]1[C:3]2[CH:10]=[CH:9][N:8]([S:11]([C:14]3[CH:19]=[CH:18][C:17]([CH3:20])=[CH:16][CH:15]=3)(=[O:13])=[O:12])[C:4]=2[N:5]=[CH:6][N:7]=1.[IH:21]. The catalyst is O. The product is [I:21][C:2]1[C:3]2[CH:10]=[CH:9][N:8]([S:11]([C:14]3[CH:19]=[CH:18][C:17]([CH3:20])=[CH:16][CH:15]=3)(=[O:13])=[O:12])[C:4]=2[N:5]=[CH:6][N:7]=1. The yield is 0.880. (8) The reactants are C(O)(C(F)(F)F)=O.C(OC(=O)[NH:14][C@H:15]([C:17]1[N:21]([C:22]2[N:23]([CH3:27])[N:24]=[CH:25][CH:26]=2)[C:20]2[CH:28]=[C:29]([F:32])[CH:30]=[CH:31][C:19]=2[N:18]=1)[CH3:16])(C)(C)C. The catalyst is C(Cl)Cl. The product is [F:32][C:29]1[CH:30]=[CH:31][C:19]2[N:18]=[C:17]([C@@H:15]([NH2:14])[CH3:16])[N:21]([C:22]3[N:23]([CH3:27])[N:24]=[CH:25][CH:26]=3)[C:20]=2[CH:28]=1. The yield is 0.510.